This data is from Forward reaction prediction with 1.9M reactions from USPTO patents (1976-2016). The task is: Predict the product of the given reaction. Given the reactants [CH:1]([O:4][C:5]1[CH:10]=[CH:9][C:8]([CH2:11][CH2:12][CH2:13][OH:14])=[C:7]([O:15][C:16]2[CH:21]=[CH:20][C:19]([C:22]([F:25])([F:24])[F:23])=[CH:18][N:17]=2)[CH:6]=1)([CH3:3])[CH3:2].O[C:27]1[CH:31]=[C:30]([CH2:32][CH2:33][C:34]([O:36]CC)=[O:35])[N:29]([CH3:39])[N:28]=1.C(P(CCCC)CCCC)CCC.N(C(N1CCCCC1)=O)=NC(N1CCCCC1)=O.O1CCCC1CO.[OH-].[Na+].Cl, predict the reaction product. The product is: [CH:1]([O:4][C:5]1[CH:10]=[CH:9][C:8]([CH2:11][CH2:12][CH2:13][O:14][C:27]2[CH:31]=[C:30]([CH2:32][CH2:33][C:34]([OH:36])=[O:35])[N:29]([CH3:39])[N:28]=2)=[C:7]([O:15][C:16]2[CH:21]=[CH:20][C:19]([C:22]([F:25])([F:23])[F:24])=[CH:18][N:17]=2)[CH:6]=1)([CH3:3])[CH3:2].